From a dataset of Full USPTO retrosynthesis dataset with 1.9M reactions from patents (1976-2016). Predict the reactants needed to synthesize the given product. (1) Given the product [Br:8][C:9]1[C:14]([CH2:15][NH:16][C:17]2[C:18]3[CH2:29][N:28]([CH2:30][C:31]4[CH:32]=[CH:33][C:34]([CH2:37][N:38]5[CH:43]=[CH:42][CH:41]=[CH:40][C:39]5=[O:44])=[CH:35][CH:36]=4)[CH2:27][C:19]=3[NH:20][N:21]=2)=[C:13]([F:45])[C:12]([O:46][CH3:47])=[CH:11][CH:10]=1, predict the reactants needed to synthesize it. The reactants are: C(N(CC)CC)C.[Br:8][C:9]1[C:14]([CH2:15][NH:16][C:17]2[C:18]3[CH2:29][N:28]([CH2:30][C:31]4[CH:36]=[CH:35][C:34]([CH2:37][N:38]5[CH:43]=[CH:42][CH:41]=[CH:40][C:39]5=[O:44])=[CH:33][CH:32]=4)[CH2:27][C:19]=3[N:20](C(OCC)=O)[N:21]=2)=[C:13]([F:45])[C:12]([O:46][CH3:47])=[CH:11][CH:10]=1. (2) Given the product [CH:47]1([CH2:46][CH2:45][NH:41][C:5](=[O:6])[C:4]2[CH:8]=[CH:9][C:10]([N:12]3[CH2:13][CH2:14][N:15]([C:18](=[O:29])[C:19]4[CH:24]=[CH:23][CH:22]=[CH:21][C:20]=4[C:25]([F:28])([F:27])[F:26])[CH2:16][CH2:17]3)=[N:11][C:3]=2[O:2][CH3:1])[CH2:48][CH2:49]1, predict the reactants needed to synthesize it. The reactants are: [CH3:1][O:2][C:3]1[N:11]=[C:10]([N:12]2[CH2:17][CH2:16][N:15]([C:18](=[O:29])[C:19]3[CH:24]=[CH:23][CH:22]=[CH:21][C:20]=3[C:25]([F:28])([F:27])[F:26])[CH2:14][CH2:13]2)[CH:9]=[CH:8][C:4]=1[C:5](O)=[O:6].C(N(C(C)C)CC)(C)C.O.O[N:41]1[C:45]2[CH:46]=[CH:47][CH:48]=[CH:49]C=2N=N1.CCN=C=NCCCN(C)C.Cl.C1(CCN)CC1.